Predict hERG channel inhibition at various concentrations. From a dataset of hERG Central: cardiac toxicity at 1µM, 10µM, and general inhibition. (1) The drug is Cc1nc2cc(C(=O)N3CCc4ccccc43)ccc2n1-c1ccc(F)c(F)c1. Results: hERG_inhib (hERG inhibition (general)): blocker. (2) The molecule is CCN1C(=O)C(CC(=O)Nc2ccc(OC)cc2)N(CCCN2CCN(c3ccc(OC)cc3)CC2)C1=S. Results: hERG_inhib (hERG inhibition (general)): blocker. (3) The compound is C=C(C)Cn1c(=O)c2c(nc3n2CC(C)CN3Cc2ccccc2)n(C)c1=O. Results: hERG_inhib (hERG inhibition (general)): blocker. (4) The molecule is CC1(C)CC(=O)CC2(C1)NCC(c1ccccc1Cl)c1c2[nH]c2ccccc12.Cl. Results: hERG_inhib (hERG inhibition (general)): blocker. (5) Results: hERG_inhib (hERG inhibition (general)): blocker. The molecule is CCc1ccc(-c2nc(CN3CCC(C(=O)NCCN(CC)c4ccccc4)CC3)c(C)o2)cc1. (6) The compound is COc1ccccc1C(=O)N(CCC1CCCN1C)c1nc2ccccc2s1. Results: hERG_inhib (hERG inhibition (general)): blocker. (7) The drug is O=C(CN1CCC(n2nnc3cc(F)ccc32)CC1)N1CCCc2ccccc21. Results: hERG_inhib (hERG inhibition (general)): blocker. (8) The drug is CCOC(=O)C1(CCc2ccccc2)CCN(Cc2cc(OC)c(OC)cc2OC)CC1. Results: hERG_inhib (hERG inhibition (general)): blocker. (9) The drug is Oc1cccc(CCC2CCCCN2Cc2cn[nH]c2-c2ccc3c(c2)OCO3)c1. Results: hERG_inhib (hERG inhibition (general)): blocker. (10) Results: hERG_inhib (hERG inhibition (general)): blocker. The compound is COc1ccc(OCC(=O)N2CCN(C(=O)COc3ccc(Br)cc3)CC2)cc1.